Dataset: Full USPTO retrosynthesis dataset with 1.9M reactions from patents (1976-2016). Task: Predict the reactants needed to synthesize the given product. (1) Given the product [CH3:1][O:2][C:3]([NH:5][C@@H:6]([CH:56]([CH3:57])[CH3:60])[C:7]([N:9]1[C@H:14]([C:15]2[NH:16][C:17]([C:20]3[CH:21]=[CH:22][C:23]([C:26]4[CH:27]=[C:28]5[C:52](=[CH:53][CH:54]=4)[C:32]4[NH:33][C:34]([C@@H:36]6[CH2:40][CH2:39][CH2:38][N:37]6[C:41](=[O:51])[C@@H:42]([NH:46][C:47](=[O:50])[O:48][CH3:49])[CH:43]([CH3:44])[CH3:45])=[N:35][C:31]=4[CH:30]=[CH:29]5)=[CH:24][CH:25]=3)=[CH:18][N:19]=2)[C@@H:13]2[CH2:55][C@H:10]1[CH2:11][CH2:12]2)=[O:8])=[O:4], predict the reactants needed to synthesize it. The reactants are: [CH3:1][O:2][C:3]([NH:5][C@@H:6]([C@H:56](OC)[CH3:57])[C:7]([N:9]1[C@H:14]([C:15]2[NH:16][C:17]([C:20]3[CH:25]=[CH:24][C:23]([C:26]4[CH:27]=[C:28]5[C:52](=[CH:53][CH:54]=4)[C:32]4[NH:33][C:34]([C@@H:36]6[CH2:40][CH2:39][CH2:38][N:37]6[C:41](=[O:51])[C@@H:42]([NH:46][C:47](=[O:50])[O:48][CH3:49])[CH:43]([CH3:45])[CH3:44])=[N:35][C:31]=4[CH:30]=[CH:29]5)=[CH:22][CH:21]=3)=[CH:18][N:19]=2)[C@@H:13]2[CH2:55][C@H:10]1[CH2:11][CH2:12]2)=[O:8])=[O:4].[CH3:60]O[C@H](C)[C@H](NC(OC)=O)C(O)=O. (2) Given the product [CH:10]1[C:11]2[CH:12]([CH2:14][O:15][C:16]([N:18]3[CH2:19][C@@H:20]([C:38](=[O:67])[NH:39][CH2:40][C:41]4([CH2:55][CH2:56][CH2:57][CH2:58][OH:59])[C:54]5[CH:53]=[CH:52][CH:51]=[CH:50][C:49]=5[O:48][C:47]5[C:42]4=[CH:43][CH:44]=[CH:45][CH:46]=5)[CH2:21][C@@H:22]([NH:24][S:25]([C:28]4[CH:33]=[CH:32][C:31]([O:34][CH3:35])=[C:30]([O:36][CH3:37])[CH:29]=4)(=[O:27])=[O:26])[CH2:23]3)=[O:17])[C:13]3[C:5](=[CH:4][CH:3]=[CH:2][CH:1]=3)[C:6]=2[CH:7]=[CH:8][CH:9]=1, predict the reactants needed to synthesize it. The reactants are: [CH:1]1[C:13]2[CH:12]([CH2:14][O:15][C:16]([N:18]3[CH2:23][C@H:22]([NH:24][S:25]([C:28]4[CH:33]=[CH:32][C:31]([O:34][CH3:35])=[C:30]([O:36][CH3:37])[CH:29]=4)(=[O:27])=[O:26])[CH2:21][C@H:20]([C:38](=[O:67])[NH:39][CH2:40][C:41]4([CH2:55][CH2:56][CH2:57][CH2:58][O:59][Si](C(C)(C)C)(C)C)[C:54]5[CH:53]=[CH:52][CH:51]=[CH:50][C:49]=5[O:48][C:47]5[C:42]4=[CH:43][CH:44]=[CH:45][CH:46]=5)[CH2:19]3)=[O:17])[C:11]3[C:6](=[CH:7][CH:8]=[CH:9][CH:10]=3)[C:5]=2[CH:4]=[CH:3][CH:2]=1.Cl.C([O-])(O)=O.[Na+]. (3) Given the product [NH:20]1[C:6]2[CH2:7][N:8]([C:11]([O:13][C:14]([CH3:17])([CH3:16])[CH3:15])=[O:12])[CH2:9][CH2:10][C:5]=2[CH:4]=[N:2]1, predict the reactants needed to synthesize it. The reactants are: C[N:2]([CH:4]=[C:5]1[CH2:10][CH2:9][N:8]([C:11]([O:13][C:14]([CH3:17])([CH3:16])[CH3:15])=[O:12])[CH2:7][C:6]1=O)C.O.[NH2:20]N. (4) Given the product [CH3:1][C:2]1[NH:3][C:4]([CH3:49])=[CH:5][C:57](=[O:60])[C:7]=1[CH2:8][NH:9][C:10]([C:12]1[CH:17]=[C:16]([C:18]2[CH:23]=[CH:22][C:21]([O:24][CH2:25][CH2:26][O:27][CH3:28])=[CH:20][CH:19]=2)[CH:15]=[C:14]([N:29]([C@H:30]2[CH2:35][CH2:34][C@H:33]([N:36]([CH3:37])[CH3:50])[CH2:32][CH2:31]2)[CH2:44][CH2:45][CH3:46])[C:13]=1[CH3:47])=[O:11], predict the reactants needed to synthesize it. The reactants are: [CH3:1][C:2]1[NH:3][C:4]([CH3:49])=[CH:5]C(=O)[C:7]=1[CH2:8][NH:9][C:10]([C:12]1[C:13]([CH3:47])=[C:14]([N:29]([CH2:44][CH2:45][CH3:46])[C@H:30]2[CH2:35][CH2:34][C@H:33]([NH:36][C:37](=O)OC(C)(C)C)[CH2:32][CH2:31]2)[CH:15]=[C:16]([C:18]2[CH:23]=[CH:22][C:21]([O:24][CH2:25][CH2:26][O:27][CH3:28])=[CH:20][CH:19]=2)[CH:17]=1)=[O:11].[C:50](O)(C(F)(F)F)=O.[C:57](=[O:60])(O)[O-]. (5) Given the product [C:18]1([O:17][C:16](=[O:24])[NH:9][C:7]2[S:6][N:5]=[C:4]([CH:1]3[CH2:3][CH2:2]3)[N:8]=2)[CH:23]=[CH:22][CH:21]=[CH:20][CH:19]=1, predict the reactants needed to synthesize it. The reactants are: [CH:1]1([C:4]2[N:8]=[C:7]([NH2:9])[S:6][N:5]=2)[CH2:3][CH2:2]1.C(=O)([O-])[O-].[K+].[K+].[C:16](Cl)(=[O:24])[O:17][C:18]1[CH:23]=[CH:22][CH:21]=[CH:20][CH:19]=1.